This data is from Catalyst prediction with 721,799 reactions and 888 catalyst types from USPTO. The task is: Predict which catalyst facilitates the given reaction. (1) The catalyst class is: 95. Reactant: [P:1]([O:11][CH2:12][C:13]1[C:18]([CH2:19][OH:20])=[CH:17][CH:16]=[CH:15][C:14]=1[Cl:21])([O:7][CH2:8][CH:9]=[CH2:10])([O:3][CH2:4][CH:5]=[CH2:6])=[O:2].CC(C)=[O:24].OS(O)(=O)=O.O=[Cr](=O)=O.S(=O)(=O)(O)O.CC(O)C. Product: [CH2:4]([O:3][P:1]([O:11][CH2:12][C:13]1[C:14]([Cl:21])=[CH:15][CH:16]=[CH:17][C:18]=1[C:19]([OH:24])=[O:20])([O:7][CH2:8][CH:9]=[CH2:10])=[O:2])[CH:5]=[CH2:6]. (2) Reactant: C([O:5][C:6]([C:8]1[S:12][C:11]([N:13]2[CH2:18][CH2:17][N:16]([S:19]([C:22]3[CH:27]=[CH:26][C:25]([O:28][C:29]([F:32])([F:31])[F:30])=[CH:24][C:23]=3[F:33])(=[O:21])=[O:20])[C@@H:15]([C:34](=[O:46])[NH:35][CH2:36][C:37]3[CH:42]=[CH:41][C:40]([CH2:43][CH2:44][CH3:45])=[CH:39][CH:38]=3)[CH2:14]2)=[N:10][C:9]=1[CH3:47])=[O:7])(C)(C)C.FC(F)(F)C(O)=O. Product: [F:33][C:23]1[CH:24]=[C:25]([O:28][C:29]([F:30])([F:31])[F:32])[CH:26]=[CH:27][C:22]=1[S:19]([N:16]1[CH2:17][CH2:18][N:13]([C:11]2[S:12][C:8]([C:6]([OH:7])=[O:5])=[C:9]([CH3:47])[N:10]=2)[CH2:14][C@@H:15]1[C:34](=[O:46])[NH:35][CH2:36][C:37]1[CH:38]=[CH:39][C:40]([CH2:43][CH2:44][CH3:45])=[CH:41][CH:42]=1)(=[O:20])=[O:21]. The catalyst class is: 22. (3) Reactant: [CH:1]([Si:4]([CH:16]([CH3:18])[CH3:17])([CH:13]([CH3:15])[CH3:14])[O:5][C:6]([C:8]1[S:9][CH:10]=[CH:11][CH:12]=1)=[CH2:7])([CH3:3])[CH3:2].C1C(=O)N([Cl:26])C(=O)C1. Product: [CH:16]([Si:4]([CH:1]([CH3:2])[CH3:3])([CH:13]([CH3:15])[CH3:14])[O:5][C:6]([C:8]1[S:9][CH:10]=[CH:11][CH:12]=1)=[CH:7][Cl:26])([CH3:18])[CH3:17]. The catalyst class is: 1. (4) The catalyst class is: 6. Product: [Br:1][C:2]1[N:7]=[CH:6][C:5]2[C:8]([CH:11]3[CH2:15][NH:14][C:13](=[O:16])[CH2:12]3)=[CH:9][N:10]([CH:29]([CH3:31])[CH3:30])[C:4]=2[CH:3]=1. Reactant: [Br:1][C:2]1[N:7]=[CH:6][C:5]2[C:8]([CH:11]3[CH2:15][NH:14][C:13](=[O:16])[CH2:12]3)=[CH:9][NH:10][C:4]=2[CH:3]=1.C(=O)([O-])[O-].[Cs+].[Cs+].CN(C)C=O.I[CH:29]([CH3:31])[CH3:30]. (5) Reactant: [CH2:1]([O:3][C:4]1[N:5]=[C:6]([C:14]2[CH:19]=[CH:18][N:17]=[C:16]([NH:20][C:21](=[O:23])[CH3:22])[CH:15]=2)[S:7][C:8]=1[C:9]1[NH:13][CH:12]=[N:11][N:10]=1)[CH3:2].O.C1(C)C=CC(S(O)(=O)=O)=CC=1.[O:36]1[CH:41]=[CH:40][CH2:39][CH2:38][CH2:37]1. Product: [CH2:1]([O:3][C:4]1[N:5]=[C:6]([C:14]2[CH:19]=[CH:18][N:17]=[C:16]([NH:20][C:21](=[O:23])[CH3:22])[CH:15]=2)[S:7][C:8]=1[C:9]1[N:13]=[CH:12][N:11]([CH:37]2[CH2:38][CH2:39][CH2:40][CH2:41][O:36]2)[N:10]=1)[CH3:2]. The catalyst class is: 7. (6) Reactant: [Cl:1][C:2]1[CH:7]=[CH:6][CH:5]=[CH:4][C:3]=1[N:8]([CH3:36])[C:9]([C:11]1[S:35][C:14]2[C:15]3[CH:23]=[CH:22][C:21]([C:24]4[CH:25]=[C:26]([CH2:30][C:31]([O:33]C)=[O:32])[CH:27]=[CH:28][CH:29]=4)=[CH:20][C:16]=3[O:17][CH2:18][CH2:19][C:13]=2[CH:12]=1)=[O:10].[OH-].[Li+]. Product: [Cl:1][C:2]1[CH:7]=[CH:6][CH:5]=[CH:4][C:3]=1[N:8]([CH3:36])[C:9]([C:11]1[S:35][C:14]2[C:15]3[CH:23]=[CH:22][C:21]([C:24]4[CH:25]=[C:26]([CH2:30][C:31]([OH:33])=[O:32])[CH:27]=[CH:28][CH:29]=4)=[CH:20][C:16]=3[O:17][CH2:18][CH2:19][C:13]=2[CH:12]=1)=[O:10]. The catalyst class is: 20. (7) Reactant: [C:1]([C:3]1[CH:4]=[C:5]2[C:11]([NH:12][CH2:13][C:14]3[CH:19]=[CH:18][C:17]([F:20])=[C:16]([F:21])[CH:15]=3)=[N:10][N:9]([CH2:22][C:23]3[CH:28]=[CH:27][C:26]([O:29]C)=[CH:25][CH:24]=3)[C:6]2=[N:7][CH:8]=1)#[N:2].B(Br)(Br)Br. Product: [F:21][C:16]1[CH:15]=[C:14]([CH:19]=[CH:18][C:17]=1[F:20])[CH2:13][NH:12][C:11]1[C:5]2[C:6](=[N:7][CH:8]=[C:3]([C:1]#[N:2])[CH:4]=2)[N:9]([CH2:22][C:23]2[CH:24]=[CH:25][C:26]([OH:29])=[CH:27][CH:28]=2)[N:10]=1. The catalyst class is: 2. (8) Reactant: CN(C(ON1N=NC2C=CC=CC1=2)=[N+](C)C)C.[B-](F)(F)(F)F.C(N(C(C)C)C(C)C)C.[CH3:32][O:33][CH2:34][CH2:35][C:36]([OH:38])=O.[Cl:39][C:40]1[CH:70]=[CH:69][C:43]([CH2:44][N:45]2[C:49]3[CH:50]=[C:51]([N:55]4[CH2:60][CH2:59][NH:58][CH2:57][CH2:56]4)[C:52]([F:54])=[CH:53][C:48]=3[N:47]=[C:46]2[CH2:61][O:62][C:63]2[CH:68]=[CH:67][CH:66]=[CH:65][CH:64]=2)=[CH:42][CH:41]=1. Product: [Cl:39][C:40]1[CH:70]=[CH:69][C:43]([CH2:44][N:45]2[C:49]3[CH:50]=[C:51]([N:55]4[CH2:60][CH2:59][N:58]([C:36](=[O:38])[CH2:35][CH2:34][O:33][CH3:32])[CH2:57][CH2:56]4)[C:52]([F:54])=[CH:53][C:48]=3[N:47]=[C:46]2[CH2:61][O:62][C:63]2[CH:68]=[CH:67][CH:66]=[CH:65][CH:64]=2)=[CH:42][CH:41]=1. The catalyst class is: 18.